This data is from Full USPTO retrosynthesis dataset with 1.9M reactions from patents (1976-2016). The task is: Predict the reactants needed to synthesize the given product. (1) Given the product [C:1]([C:3]1[CH:4]=[C:5]([C:13]2[O:17][N:16]=[C:15]([C:18]3[CH:34]=[CH:33][C:21]4[CH2:22][CH2:23][N:24]([CH2:27][C:28]([OH:30])=[O:29])[CH2:25][CH2:26][C:20]=4[CH:19]=3)[N:14]=2)[CH:6]=[CH:7][C:8]=1[O:9][CH:10]([CH3:12])[CH3:11])#[N:2], predict the reactants needed to synthesize it. The reactants are: [C:1]([C:3]1[CH:4]=[C:5]([C:13]2[O:17][N:16]=[C:15]([C:18]3[CH:34]=[CH:33][C:21]4[CH2:22][CH2:23][N:24]([CH2:27][C:28]([O:30]CC)=[O:29])[CH2:25][CH2:26][C:20]=4[CH:19]=3)[N:14]=2)[CH:6]=[CH:7][C:8]=1[O:9][CH:10]([CH3:12])[CH3:11])#[N:2].[OH-].[Na+]. (2) Given the product [NH:16]1[C:17]2[C:13](=[CH:12][C:11]([NH:10][C:6]3([CH2:4][OH:3])[CH2:9][CH2:8][CH2:7]3)=[CH:19][CH:18]=2)[CH:14]=[N:15]1, predict the reactants needed to synthesize it. The reactants are: C([O:3][C:4]([C:6]1([NH:10][C:11]2[CH:12]=[C:13]3[C:17](=[CH:18][CH:19]=2)[NH:16][N:15]=[CH:14]3)[CH2:9][CH2:8][CH2:7]1)=O)C.[H-].[H-].[H-].[H-].[Li+].[Al+3]. (3) The reactants are: [C:1]([O-:4])([O-])=O.[Cs+].[Cs+].[Cl:7][C:8]1[C:23]([Cl:24])=[CH:22][C:11]([C:12]([NH:14][C:15]2[CH:20]=[CH:19][NH:18][C:17](=[O:21])[CH:16]=2)=[O:13])=[C:10](F)[CH:9]=1.[F:26][C:27]1[CH:32]=[CH:31][C:30]([OH:33])=[CH:29][C:28]=1OC. Given the product [Cl:7][C:8]1[C:23]([Cl:24])=[CH:22][C:11]([C:12]([NH:14][C:15]2[CH:20]=[CH:19][NH:18][C:17](=[O:21])[CH:16]=2)=[O:13])=[C:10]([O:33][C:30]2[CH:31]=[CH:32][C:27]([F:26])=[CH:28][C:29]=2[O:4][CH3:1])[CH:9]=1, predict the reactants needed to synthesize it. (4) Given the product [CH2:8]([N:7]([CH2:11][CH2:12][CH3:13])[C:5]([C:4]1[CH:14]=[CH:15][N:16]=[C:2]([C:27]([OH:28])=[O:29])[CH:3]=1)=[O:6])[CH2:9][CH3:10], predict the reactants needed to synthesize it. The reactants are: Cl[C:2]1[CH:3]=[C:4]([CH:14]=[CH:15][N:16]=1)[C:5]([N:7]([CH2:11][CH2:12][CH3:13])[CH2:8][CH2:9][CH3:10])=[O:6].C(N(CC)CC)C.CN([CH:27]=[O:28])C.[OH2:29]. (5) The reactants are: [NH2:1][C:2]1[CH:3]=[N:4][C:5]2[C:10]([C:11]=1[NH:12][CH2:13][CH2:14][CH2:15][CH2:16][NH:17][C:18](=[O:24])[O:19][C:20]([CH3:23])([CH3:22])[CH3:21])=[CH:9][CH:8]=[CH:7][CH:6]=2.[CH:25](OCC)(OCC)OCC. Given the product [N:12]1([CH2:13][CH2:14][CH2:15][CH2:16][NH:17][C:18](=[O:24])[O:19][C:20]([CH3:21])([CH3:23])[CH3:22])[C:11]2[C:10]3[CH:9]=[CH:8][CH:7]=[CH:6][C:5]=3[N:4]=[CH:3][C:2]=2[N:1]=[CH:25]1, predict the reactants needed to synthesize it. (6) Given the product [C:19]1([C:2]2[CH:3]=[CH:4][CH:5]=[C:6]3[C:10]=2[C:9](=[O:11])[CH:8]([CH2:12][CH:13]2[CH2:14][CH2:15][CH2:16][CH2:17][CH2:18]2)[CH2:7]3)[C:28]2[C:23](=[CH:24][CH:25]=[CH:26][CH:27]=2)[CH:22]=[CH:21][CH:20]=1, predict the reactants needed to synthesize it. The reactants are: Cl[C:2]1[CH:3]=[CH:4][CH:5]=[C:6]2[C:10]=1[C:9](=[O:11])[CH:8]([CH2:12][CH:13]1[CH2:18][CH2:17][CH2:16][CH2:15][CH2:14]1)[CH2:7]2.[C:19]1(B(O)O)[C:28]2[C:23](=[CH:24][CH:25]=[CH:26][CH:27]=2)[CH:22]=[CH:21][CH:20]=1.C(=O)([O-])[O-].[Na+].[Na+].C(O)CO. (7) Given the product [CH2:1]([O:3][C:4](=[O:27])[CH2:5][C:22]1([OH:23])[CH:20]2[CH2:21][N:12]([CH3:11])[CH2:13][CH:14]1[CH2:15][CH2:16][CH2:17][CH2:18][CH2:19]2)[CH3:2], predict the reactants needed to synthesize it. The reactants are: [C:1]([O:3][CH2:4][CH3:5])#[CH:2].C([Li])CCC.[CH3:11][N:12]1[CH2:21][CH2:20][CH2:19][CH:18]2[C:22](=[O:23])[CH:14]([CH2:15][CH2:16][CH2:17]2)[CH2:13]1.[Cl-].[NH4+].S(=O)(=O)(O)[OH:27].C(=O)(O)[O-].[Na+]. (8) Given the product [NH2:1][CH2:2][C@@H:3]([CH2:8][C@@H:9]([CH3:12])[CH2:10][CH2:11][CH3:13])[CH2:4][C:5]([OH:7])=[O:6], predict the reactants needed to synthesize it. The reactants are: [NH2:1][CH2:2][C@@H:3]([CH2:8][C@H:9]([CH3:12])[CH2:10][CH3:11])[CH2:4][C:5]([OH:7])=[O:6].[CH3:13]C#N. (9) The reactants are: [OH:1][C:2]1[CH:10]=[CH:9][C:8]([C:11]2[N:12]([C:27]([O:29][C:30]([CH3:33])([CH3:32])[CH3:31])=[O:28])[C:13]3[C:18]([CH:19]=2)=[CH:17][C:16]([CH2:20][N:21]2[CH2:26][CH2:25][CH2:24][CH2:23][CH2:22]2)=[CH:15][CH:14]=3)=[C:7]2[C:3]=1[CH2:4][NH:5][C:6]2=[O:34].C(N(CC)CC)C.[CH3:42][C:43]1[CH:44]=[C:45]([S:50](Cl)(=[O:52])=[O:51])[CH:46]=[CH:47][C:48]=1[CH3:49]. Given the product [CH3:42][C:43]1[CH:44]=[C:45]([S:50]([O:1][C:2]2[CH:10]=[CH:9][C:8]([C:11]3[N:12]([C:27]([O:29][C:30]([CH3:31])([CH3:33])[CH3:32])=[O:28])[C:13]4[C:18]([CH:19]=3)=[CH:17][C:16]([CH2:20][N:21]3[CH2:26][CH2:25][CH2:24][CH2:23][CH2:22]3)=[CH:15][CH:14]=4)=[C:7]3[C:3]=2[CH2:4][NH:5][C:6]3=[O:34])(=[O:51])=[O:52])[CH:46]=[CH:47][C:48]=1[CH3:49], predict the reactants needed to synthesize it. (10) The reactants are: [Br:1][C:2]1[CH:9]=[C:8](F)[CH:7]=[CH:6][C:3]=1[C:4]#[N:5].C[Si](C)(C)[O-:13].[K+]. Given the product [Br:1][C:2]1[CH:9]=[C:8]([OH:13])[CH:7]=[CH:6][C:3]=1[C:4]#[N:5], predict the reactants needed to synthesize it.